Dataset: Full USPTO retrosynthesis dataset with 1.9M reactions from patents (1976-2016). Task: Predict the reactants needed to synthesize the given product. (1) Given the product [Na:2][Na:8].[CH:15]1[C:16]([C:17]([NH:19][C@H:20]([C:26]([OH:28])=[O:27])[CH2:21][CH2:22][C:23]([OH:25])=[O:24])=[O:18])=[CH:11][CH:12]=[C:13]([NH:29][CH2:30][C:31]2[CH:32]=[N:33][C:34]3[N:40]=[C:39]([NH2:41])[N:38]=[C:37]([NH2:42])[C:35]=3[N:36]=2)[CH:14]=1, predict the reactants needed to synthesize it. The reactants are: [OH-].[Na+:2].P([O-])([O-])([O-])=O.[Na+:8].[Na+].[Na+].[CH:11]1[C:16]([C:17]([NH:19][C@H:20]([C:26]([OH:28])=[O:27])[CH2:21][CH2:22][C:23]([OH:25])=[O:24])=[O:18])=[CH:15][CH:14]=[C:13]([NH:29][CH2:30][C:31]2[CH:32]=[N:33][C:34]3[N:40]=[C:39]([NH2:41])[N:38]=[C:37]([NH2:42])[C:35]=3[N:36]=2)[CH:12]=1. (2) The reactants are: ClC1C=C(C=CC=1Cl)[O:5][CH:6]1[CH2:11][CH2:10][N:9]([S:12]([C:15]2[C:16]([CH3:22])=[N:17][N:18]([CH3:21])[C:19]=2[CH3:20])(=[O:14])=[O:13])[CH2:8][CH2:7]1.CN1C(C)=C(S(Cl)(=O)=O)C(C)=N1.FC(F)(F)C(O)=O.[Cl:46][C:47]1[CH:48]=[C:49]([CH:58]=[CH:59][C:60]=1[Cl:61])[CH2:50]C1(O)CCNCC1. Given the product [Cl:46][C:47]1[CH:48]=[C:49]([CH:58]=[CH:59][C:60]=1[Cl:61])[CH2:50][C:6]1([OH:5])[CH2:7][CH2:8][N:9]([S:12]([C:15]2[C:16]([CH3:22])=[N:17][N:18]([CH3:21])[C:19]=2[CH3:20])(=[O:13])=[O:14])[CH2:10][CH2:11]1, predict the reactants needed to synthesize it. (3) Given the product [CH3:1][O:2][C:3](=[O:27])[C:4]1[C:9]([NH:10][CH:11]([C:14]([OH:33])=[O:15])[CH2:12][CH3:13])=[CH:8][C:7]([CH3:16])=[N:6][C:5]=1[O:17][C:18]1[C:19]([CH3:26])=[CH:20][C:21]([Cl:25])=[CH:22][C:23]=1[CH3:24], predict the reactants needed to synthesize it. The reactants are: [CH3:1][O:2][C:3](=[O:27])[C:4]1[C:9]([NH:10][CH:11]([CH:14]=[O:15])[CH2:12][CH3:13])=[CH:8][C:7]([CH3:16])=[N:6][C:5]=1[O:17][C:18]1[C:23]([CH3:24])=[CH:22][C:21]([Cl:25])=[CH:20][C:19]=1[CH3:26].CC(=CC)C.[O-:33]Cl=O.[Na+].